Dataset: NCI-60 drug combinations with 297,098 pairs across 59 cell lines. Task: Regression. Given two drug SMILES strings and cell line genomic features, predict the synergy score measuring deviation from expected non-interaction effect. (1) Drug 1: C1=CC(=CC=C1C#N)C(C2=CC=C(C=C2)C#N)N3C=NC=N3. Drug 2: C#CCC(CC1=CN=C2C(=N1)C(=NC(=N2)N)N)C3=CC=C(C=C3)C(=O)NC(CCC(=O)O)C(=O)O. Cell line: NCI-H322M. Synergy scores: CSS=46.1, Synergy_ZIP=0.620, Synergy_Bliss=-4.19, Synergy_Loewe=-21.1, Synergy_HSA=-3.47. (2) Drug 2: C(CN)CNCCSP(=O)(O)O. Drug 1: C1=NNC2=C1C(=O)NC=N2. Cell line: NCI-H226. Synergy scores: CSS=0.519, Synergy_ZIP=0.0318, Synergy_Bliss=-1.61, Synergy_Loewe=-0.933, Synergy_HSA=-3.19. (3) Drug 1: CC1=C(N=C(N=C1N)C(CC(=O)N)NCC(C(=O)N)N)C(=O)NC(C(C2=CN=CN2)OC3C(C(C(C(O3)CO)O)O)OC4C(C(C(C(O4)CO)O)OC(=O)N)O)C(=O)NC(C)C(C(C)C(=O)NC(C(C)O)C(=O)NCCC5=NC(=CS5)C6=NC(=CS6)C(=O)NCCC[S+](C)C)O. Drug 2: N.N.Cl[Pt+2]Cl. Cell line: UACC-257. Synergy scores: CSS=19.8, Synergy_ZIP=-8.05, Synergy_Bliss=-1.84, Synergy_Loewe=-0.999, Synergy_HSA=-0.828.